This data is from Peptide-MHC class I binding affinity with 185,985 pairs from IEDB/IMGT. The task is: Regression. Given a peptide amino acid sequence and an MHC pseudo amino acid sequence, predict their binding affinity value. This is MHC class I binding data. The peptide sequence is GTSFVYVPS. The MHC is Patr-A0301 with pseudo-sequence Patr-A0301. The binding affinity (normalized) is 0.285.